From a dataset of Experimentally validated miRNA-target interactions with 360,000+ pairs, plus equal number of negative samples. Binary Classification. Given a miRNA mature sequence and a target amino acid sequence, predict their likelihood of interaction. The miRNA is hsa-miR-10a-3p with sequence CAAAUUCGUAUCUAGGGGAAUA. The protein sequence of the target gene is MAAARCWRPLLRGPRLSLHTAANAAATATETTCQDVAATPVARYPPIVASMTADSKAARLRRIERWQATVHAAESVDEKLRILTKMQFMKYMVYPQTFALNADRWYQYFTKTVFLSGLPPPPAEPEPEPEPEPEPALDLAALRAVACDCLLQEHFYLRRRRRVHRYEESEVISLPFLDQLVSTLVGLLSPHNPALAAAALDYRCPVHFYWVRGEEIIPRGHRRGRIDDLRYQIDDKPNNQIRISKQLAEFVPLDYSVPIEIPTIKCKPDKLPLFKRQYENHIFVGSKTADPCCYGHTQFH.... Result: 0 (no interaction).